From a dataset of Full USPTO retrosynthesis dataset with 1.9M reactions from patents (1976-2016). Predict the reactants needed to synthesize the given product. (1) Given the product [Cl:1][C:2]1[N:3]=[C:4]([N:11]2[CH2:16][CH2:15][O:14][CH2:13][CH2:12]2)[C:5]2[S:10][C:9]([C:20]([OH:22])([CH3:21])[CH2:19][O:18][CH3:17])=[CH:8][C:6]=2[N:7]=1, predict the reactants needed to synthesize it. The reactants are: [Cl:1][C:2]1[N:3]=[C:4]([N:11]2[CH2:16][CH2:15][O:14][CH2:13][CH2:12]2)[C:5]2[S:10][CH:9]=[CH:8][C:6]=2[N:7]=1.[CH3:17][O:18][CH2:19][C:20](=[O:22])[CH3:21]. (2) Given the product [C:21]([O:17][C:16](=[O:18])[CH2:15][CH2:14][CH2:13][CH2:12][CH2:11][CH2:10][CH2:9][CH2:8][CH2:7][CH2:6][CH2:5][CH2:4][CH2:3][CH2:2][Br:1])([CH3:24])([CH3:23])[CH3:22], predict the reactants needed to synthesize it. The reactants are: [Br:1][CH2:2][CH2:3][CH2:4][CH2:5][CH2:6][CH2:7][CH2:8][CH2:9][CH2:10][CH2:11][CH2:12][CH2:13][CH2:14][CH2:15][C:16]([OH:18])=[O:17].N#N.[C:21](OC(O[C:21]([CH3:24])([CH3:23])[CH3:22])N(C)C)([CH3:24])([CH3:23])[CH3:22]. (3) Given the product [S:1]1[C:5]2[CH:6]=[CH:7][CH:8]=[CH:9][C:4]=2[CH:3]=[C:2]1[C:10]1[N:11]=[C:12]([NH:21][C:22]2[CH:23]=[C:24]3[C:28](=[CH:29][CH:30]=2)[NH:27][N:26]=[CH:25]3)[C:13]2[CH:19]=[CH:18][CH:17]=[N:16][C:14]=2[N:15]=1, predict the reactants needed to synthesize it. The reactants are: [S:1]1[C:5]2[CH:6]=[CH:7][CH:8]=[CH:9][C:4]=2[CH:3]=[C:2]1[C:10]1[N:11]=[C:12](Cl)[C:13]2[CH:19]=[CH:18][CH:17]=[N:16][C:14]=2[N:15]=1.[NH2:21][C:22]1[CH:23]=[C:24]2[C:28](=[CH:29][CH:30]=1)[NH:27][N:26]=[CH:25]2.C(=O)([O-])[O-].[K+].[K+].